From a dataset of Forward reaction prediction with 1.9M reactions from USPTO patents (1976-2016). Predict the product of the given reaction. (1) Given the reactants [I-:1].[Na+].CS(O[CH2:8][CH2:9][CH2:10][C:11]([CH3:16])([N+:13]([O-:15])=[O:14])[CH3:12])(=O)=O.[Al].O, predict the reaction product. The product is: [CH3:12][C:11]([N+:13]([O-:15])=[O:14])([CH3:16])[CH2:10][CH2:9][CH2:8][I:1]. (2) Given the reactants C[O:2][C:3](=[O:28])[C:4]1[CH:9]=[C:8]([C:10]([C:12]2[CH:17]=[CH:16][C:15]([NH:18][CH2:19][C:20]3[CH:25]=[CH:24][C:23]([Cl:26])=[CH:22][CH:21]=3)=[CH:14][N:13]=2)=[O:11])[CH:7]=[CH:6][C:5]=1F.[F:29][C:30]1[CH:31]=[C:32]([SH:37])[CH:33]=[CH:34][C:35]=1[F:36].C1OCCOCCOCCOCCOCC[O:40]C1.OOS([O-])=O.[K+], predict the reaction product. The product is: [Cl:26][C:23]1[CH:22]=[CH:21][C:20]([CH2:19][NH:18][C:15]2[CH:16]=[CH:17][C:12]([C:10]([C:8]3[CH:7]=[CH:6][C:5]([S:37]([C:32]4[CH:33]=[CH:34][C:35]([F:36])=[C:30]([F:29])[CH:31]=4)=[O:40])=[C:4]([CH:9]=3)[C:3]([OH:2])=[O:28])=[O:11])=[N:13][CH:14]=2)=[CH:25][CH:24]=1.